Dataset: Peptide-MHC class I binding affinity with 185,985 pairs from IEDB/IMGT. Task: Regression. Given a peptide amino acid sequence and an MHC pseudo amino acid sequence, predict their binding affinity value. This is MHC class I binding data. (1) The peptide sequence is PASTNRQSGR. The MHC is HLA-A02:06 with pseudo-sequence HLA-A02:06. The binding affinity (normalized) is 0.160. (2) The peptide sequence is RLAKLTEAI. The MHC is HLA-B18:01 with pseudo-sequence HLA-B18:01. The binding affinity (normalized) is 0.0847.